From a dataset of Forward reaction prediction with 1.9M reactions from USPTO patents (1976-2016). Predict the product of the given reaction. (1) Given the reactants Cl[C:2]1[C:11]([Cl:12])=[N:10][C:9]2[C:4](=[CH:5][CH:6]=[CH:7][CH:8]=2)[N:3]=1.[CH2:13]([S:16]([NH2:19])(=[O:18])=[O:17])[CH2:14][CH3:15].C(=O)([O-])[O-].[K+].[K+].C(O)(=O)C, predict the reaction product. The product is: [Cl:12][C:11]1[C:2]([NH:19][S:16]([CH2:13][CH2:14][CH3:15])(=[O:18])=[O:17])=[N:3][C:4]2[C:9]([N:10]=1)=[CH:8][CH:7]=[CH:6][CH:5]=2. (2) Given the reactants [NH2:1][C:2]1[S:6][N:5]=[C:4]([CH3:7])[C:3]=1[C:8]([NH:10][C:11]1[CH:12]=[N:13][C:14]([O:17][CH3:18])=[CH:15][CH:16]=1)=[O:9].Br[C:20]1[S:21][C:22]([C:26]([O:28][CH2:29][CH3:30])=[O:27])=[C:23]([CH3:25])[N:24]=1.C(=O)([O-])[O-].[Cs+].[Cs+].CC1(C)C2C(=C(P(C3C=CC=CC=3)C3C=CC=CC=3)C=CC=2)OC2C(P(C3C=CC=CC=3)C3C=CC=CC=3)=CC=CC1=2, predict the reaction product. The product is: [CH3:18][O:17][C:14]1[N:13]=[CH:12][C:11]([NH:10][C:8]([C:3]2[C:4]([CH3:7])=[N:5][S:6][C:2]=2[NH:1][C:20]2[S:21][C:22]([C:26]([O:28][CH2:29][CH3:30])=[O:27])=[C:23]([CH3:25])[N:24]=2)=[O:9])=[CH:16][CH:15]=1. (3) Given the reactants [NH2:1][C:2]1[C:3]2[N:4]([C:8]([CH:26]3[CH2:32][CH2:31][CH2:30][CH2:29][CH2:28][NH:27]3)=[N:9][C:10]=2[C:11]2[CH:25]=[CH:24][C:14]([C:15]([NH:17][C:18]3[CH:23]=[CH:22][CH:21]=[CH:20][N:19]=3)=[O:16])=[CH:13][CH:12]=2)[CH:5]=[CH:6][N:7]=1.[C:33](Cl)(=[O:36])[CH:34]=[CH2:35], predict the reaction product. The product is: [C:33]([N:27]1[CH2:28][CH2:29][CH2:30][CH2:31][CH2:32][CH:26]1[C:8]1[N:4]2[CH:5]=[CH:6][N:7]=[C:2]([NH2:1])[C:3]2=[C:10]([C:11]2[CH:25]=[CH:24][C:14]([C:15]([NH:17][C:18]3[CH:23]=[CH:22][CH:21]=[CH:20][N:19]=3)=[O:16])=[CH:13][CH:12]=2)[N:9]=1)(=[O:36])[CH:34]=[CH2:35]. (4) Given the reactants [C:1]([O:5][C:6]([N:8]1[CH:13]([C:14]2[NH:15][C:16]([C:19]3[CH:24]=[CH:23][C:22]([Br:25])=[CH:21][CH:20]=3)=[CH:17][N:18]=2)[CH:12]2C[CH:9]1[CH2:10]C2)=[O:7])([CH3:4])([CH3:3])[CH3:2].C([O:31]C(N1C(C(=O)NCC(C2C=CC(Br)=CC=2)=O)C2CC1CC2)=O)(C)(C)C, predict the reaction product. The product is: [C:1]([O:5][C:6]([N:8]1[CH2:9][CH2:10][O:31][CH2:12][CH:13]1[C:14]1[NH:15][C:16]([C:19]2[CH:24]=[CH:23][C:22]([Br:25])=[CH:21][CH:20]=2)=[CH:17][N:18]=1)=[O:7])([CH3:4])([CH3:3])[CH3:2]. (5) The product is: [OH:8][CH2:9][CH2:10][P:11]([CH2:20][CH2:21][OH:22])(=[O:19])[N:12]([CH3:18])[CH2:13][CH2:14][CH2:15][NH:16][CH3:17]. Given the reactants C([O:8][CH2:9][CH2:10][P:11]([CH2:20][CH2:21][O:22]CC1C=CC=CC=1)(=[O:19])[N:12]([CH3:18])[CH2:13][CH2:14][CH2:15][NH:16][CH3:17])C1C=CC=CC=1, predict the reaction product. (6) Given the reactants [F:1][C:2]1[CH:7]=[C:6]([F:8])[CH:5]=[CH:4][C:3]=1/[CH:9]=[CH:10]/[C:11]1[N:16]=[CH:15][C:14]([S:17]([C:20]2[CH:21]=[C:22]([CH:25]=[CH:26][CH:27]=2)[CH:23]=O)(=[O:19])=[O:18])=[CH:13][CH:12]=1.[NH:28]1[CH2:33][CH2:32][O:31][CH2:30][CH2:29]1.C([BH3-])#N.[Na+].[OH-].[Na+], predict the reaction product. The product is: [F:1][C:2]1[CH:7]=[C:6]([F:8])[CH:5]=[CH:4][C:3]=1/[CH:9]=[CH:10]/[C:11]1[CH:12]=[CH:13][C:14]([S:17]([C:20]2[CH:27]=[CH:26][CH:25]=[C:22]([CH2:23][N:28]3[CH2:33][CH2:32][O:31][CH2:30][CH2:29]3)[CH:21]=2)(=[O:19])=[O:18])=[CH:15][N:16]=1.